This data is from Reaction yield outcomes from USPTO patents with 853,638 reactions. The task is: Predict the reaction yield, written as a fraction of the theoretical maximum amount of product (1.0 means a 100% yield; for example, 0.34 means a 34% yield). The reactants are [CH3:1][N:2]1[CH:10]=[C:9]2[C:4]([CH:5]=[C:6]([NH2:11])[CH:7]=[CH:8]2)=[N:3]1.C[Al](C)C.C1(C)C=CC=CC=1.C[O:24][C:25](=O)[C:26]1[CH:31]=[CH:30][CH:29]=[N:28][C:27]=1[NH:32][CH2:33][C:34]1[CH:39]=[CH:38][N:37]=[C:36]([NH:40][C:41]([NH:43][CH3:44])=[O:42])[CH:35]=1.C(C(C(C([O-])=O)O)O)([O-])=O.[K+].[Na+]. The yield is 0.530. The catalyst is ClCCCl. The product is [CH3:1][N:2]1[CH:10]=[C:9]2[C:4]([CH:5]=[C:6]([NH:11][C:25](=[O:24])[C:26]3[CH:31]=[CH:30][CH:29]=[N:28][C:27]=3[NH:32][CH2:33][C:34]3[CH:39]=[CH:38][N:37]=[C:36]([NH:40][C:41]([NH:43][CH3:44])=[O:42])[CH:35]=3)[CH:7]=[CH:8]2)=[N:3]1.